This data is from Reaction yield outcomes from USPTO patents with 853,638 reactions. The task is: Predict the reaction yield, written as a fraction of the theoretical maximum amount of product (1.0 means a 100% yield; for example, 0.34 means a 34% yield). The reactants are [Cl:1][CH2:2]C(CCl)=O.[CH2:7]([O:14][C:15]([NH:17][C@H:18]([C:26]([OH:28])=O)[CH2:19][C:20]1[CH:25]=[CH:24][CH:23]=[CH:22][CH:21]=1)=[O:16])[C:8]1[CH:13]=[CH:12][CH:11]=[CH:10][CH:9]=1.[BH4-].[Na+]. The catalyst is CO.O1CCCC1. The product is [CH2:7]([O:14][C:15]([NH:17][C@@H:18]([CH2:19][C:20]1[CH:21]=[CH:22][CH:23]=[CH:24][CH:25]=1)[C@H:26]([OH:28])[CH2:2][Cl:1])=[O:16])[C:8]1[CH:9]=[CH:10][CH:11]=[CH:12][CH:13]=1. The yield is 0.430.